Dataset: Catalyst prediction with 721,799 reactions and 888 catalyst types from USPTO. Task: Predict which catalyst facilitates the given reaction. (1) Reactant: [CH3:1][N:2]([C:12]1[CH:17]=[CH:16][C:15]([N+:18]([O-:20])=[O:19])=[CH:14][N:13]=1)[C:3]1[CH:11]=[CH:10][C:6]([C:7]([OH:9])=O)=[CH:5][CH:4]=1.[CH2:21]([N:28]1[CH2:33][CH2:32][NH:31][CH2:30][CH2:29]1)[C:22]1[CH:27]=[CH:26][CH:25]=[CH:24][CH:23]=1.C(N(CC)CC)C.C(P(=O)(OCC)OCC)#N. Product: [CH2:21]([N:28]1[CH2:33][CH2:32][N:31]([C:7]([C:6]2[CH:5]=[CH:4][C:3]([N:2]([CH3:1])[C:12]3[CH:17]=[CH:16][C:15]([N+:18]([O-:20])=[O:19])=[CH:14][N:13]=3)=[CH:11][CH:10]=2)=[O:9])[CH2:30][CH2:29]1)[C:22]1[CH:23]=[CH:24][CH:25]=[CH:26][CH:27]=1. The catalyst class is: 136. (2) Reactant: C(N(C(C)C)C(C)C)C.[F:10][C@H:11]1[CH2:28][C@@:26]2([CH3:27])[C@@H:22]([CH2:23][CH2:24][C@@H:25]2[OH:29])[C@H:21]2[C@H:12]1[C:13]1[CH:14]=[CH:15][C:16]([OH:56])=[CH:17][C:18]=1[CH2:19][C@H:20]2[CH2:30][CH2:31][CH2:32][CH2:33][CH2:34][N:35]([CH3:55])[CH2:36][CH2:37][CH2:38][CH2:39][CH2:40][CH2:41][C:42]([F:54])([F:53])[C:43]([F:52])([F:51])[C:44]([F:50])([F:49])[C:45]([F:48])([F:47])[F:46]. Product: [F:10][C@H:11]1[CH2:28][C@@:26]2([CH3:27])[C@@H:22]([CH2:23][CH2:24][C:25]2=[O:29])[C@H:21]2[C@H:12]1[C:13]1[CH:14]=[CH:15][C:16]([OH:56])=[CH:17][C:18]=1[CH2:19][C@H:20]2[CH2:30][CH2:31][CH2:32][CH2:33][CH2:34][N:35]([CH3:55])[CH2:36][CH2:37][CH2:38][CH2:39][CH2:40][CH2:41][C:42]([F:53])([F:54])[C:43]([F:51])([F:52])[C:44]([F:49])([F:50])[C:45]([F:46])([F:47])[F:48]. The catalyst class is: 148. (3) Reactant: [Br:1][C:2]1[N:7]=[C:6]([C:8]2[N:9]([C:18]([O:20][C:21]([CH3:24])([CH3:23])[CH3:22])=[O:19])[C:10]3[C:15]([CH:16]=2)=[CH:14][CH:13]=[CH:12][C:11]=3[F:17])[C:5]([OH:25])=[N:4][CH:3]=1.CI.[C:28]([O-])([O-])=O.[Cs+].[Cs+]. Product: [Br:1][C:2]1[N:7]=[C:6]([C:8]2[N:9]([C:18]([O:20][C:21]([CH3:22])([CH3:24])[CH3:23])=[O:19])[C:10]3[C:15]([CH:16]=2)=[CH:14][CH:13]=[CH:12][C:11]=3[F:17])[C:5](=[O:25])[N:4]([CH3:28])[CH:3]=1. The catalyst class is: 3.